This data is from NCI-60 drug combinations with 297,098 pairs across 59 cell lines. The task is: Regression. Given two drug SMILES strings and cell line genomic features, predict the synergy score measuring deviation from expected non-interaction effect. (1) Drug 1: C1CCC(CC1)NC(=O)N(CCCl)N=O. Drug 2: C1CC(=O)NC(=O)C1N2C(=O)C3=CC=CC=C3C2=O. Cell line: SF-539. Synergy scores: CSS=16.6, Synergy_ZIP=4.47, Synergy_Bliss=6.72, Synergy_Loewe=-6.96, Synergy_HSA=2.88. (2) Drug 1: C1=CC(=CC=C1CCC2=CNC3=C2C(=O)NC(=N3)N)C(=O)NC(CCC(=O)O)C(=O)O. Drug 2: CN1C(=O)N2C=NC(=C2N=N1)C(=O)N. Cell line: EKVX. Synergy scores: CSS=3.46, Synergy_ZIP=2.30, Synergy_Bliss=6.43, Synergy_Loewe=-1.63, Synergy_HSA=0.919. (3) Drug 1: COC1=CC(=CC(=C1O)OC)C2C3C(COC3=O)C(C4=CC5=C(C=C24)OCO5)OC6C(C(C7C(O6)COC(O7)C8=CC=CS8)O)O. Drug 2: CCCCCOC(=O)NC1=NC(=O)N(C=C1F)C2C(C(C(O2)C)O)O. Cell line: MCF7. Synergy scores: CSS=33.6, Synergy_ZIP=2.22, Synergy_Bliss=2.63, Synergy_Loewe=-19.7, Synergy_HSA=2.75. (4) Drug 1: C1CC(C1)(C(=O)O)C(=O)O.[NH2-].[NH2-].[Pt+2]. Drug 2: C(=O)(N)NO. Cell line: M14. Synergy scores: CSS=3.19, Synergy_ZIP=-1.25, Synergy_Bliss=-0.0937, Synergy_Loewe=-4.04, Synergy_HSA=-1.66. (5) Drug 2: CC(C)NC(=O)C1=CC=C(C=C1)CNNC.Cl. Cell line: SF-539. Synergy scores: CSS=53.5, Synergy_ZIP=2.89, Synergy_Bliss=2.76, Synergy_Loewe=-16.9, Synergy_HSA=0.848. Drug 1: CCCCC(=O)OCC(=O)C1(CC(C2=C(C1)C(=C3C(=C2O)C(=O)C4=C(C3=O)C=CC=C4OC)O)OC5CC(C(C(O5)C)O)NC(=O)C(F)(F)F)O. (6) Drug 1: CC1=C2C(C(=O)C3(C(CC4C(C3C(C(C2(C)C)(CC1OC(=O)C(C(C5=CC=CC=C5)NC(=O)C6=CC=CC=C6)O)O)OC(=O)C7=CC=CC=C7)(CO4)OC(=O)C)O)C)OC(=O)C. Drug 2: CN1C(=O)N2C=NC(=C2N=N1)C(=O)N. Cell line: OVCAR3. Synergy scores: CSS=50.5, Synergy_ZIP=3.40, Synergy_Bliss=-0.545, Synergy_Loewe=-39.2, Synergy_HSA=-2.84. (7) Drug 1: CC1=C2C(C(=O)C3(C(CC4C(C3C(C(C2(C)C)(CC1OC(=O)C(C(C5=CC=CC=C5)NC(=O)OC(C)(C)C)O)O)OC(=O)C6=CC=CC=C6)(CO4)OC(=O)C)OC)C)OC. Drug 2: CCC(=C(C1=CC=CC=C1)C2=CC=C(C=C2)OCCN(C)C)C3=CC=CC=C3.C(C(=O)O)C(CC(=O)O)(C(=O)O)O. Cell line: HCT-15. Synergy scores: CSS=81.7, Synergy_ZIP=35.3, Synergy_Bliss=31.5, Synergy_Loewe=-24.7, Synergy_HSA=31.8. (8) Drug 1: CC1=C2C(C(=O)C3(C(CC4C(C3C(C(C2(C)C)(CC1OC(=O)C(C(C5=CC=CC=C5)NC(=O)OC(C)(C)C)O)O)OC(=O)C6=CC=CC=C6)(CO4)OC(=O)C)O)C)O. Drug 2: C(CCl)NC(=O)N(CCCl)N=O. Cell line: SNB-19. Synergy scores: CSS=15.5, Synergy_ZIP=-9.35, Synergy_Bliss=-13.5, Synergy_Loewe=-18.3, Synergy_HSA=-9.65. (9) Drug 1: CC1OCC2C(O1)C(C(C(O2)OC3C4COC(=O)C4C(C5=CC6=C(C=C35)OCO6)C7=CC(=C(C(=C7)OC)O)OC)O)O. Drug 2: CN(C)N=NC1=C(NC=N1)C(=O)N. Cell line: HS 578T. Synergy scores: CSS=34.8, Synergy_ZIP=10.3, Synergy_Bliss=13.6, Synergy_Loewe=8.08, Synergy_HSA=13.5.